This data is from Catalyst prediction with 721,799 reactions and 888 catalyst types from USPTO. The task is: Predict which catalyst facilitates the given reaction. (1) Reactant: Cl[C:2]([O:4][CH3:5])=[O:3].[NH2:6][CH2:7][C@@H:8]1[CH2:11][C@H:10]([N:12]2[C:16]3[N:17]=[CH:18][N:19]=[C:20]([NH2:21])[C:15]=3[C:14]([C:22]3[CH:27]=[CH:26][CH:25]=[C:24]([O:28][CH2:29][C:30]45[O:36][CH:33]([CH2:34][CH2:35]4)[CH2:32][CH2:31]5)[CH:23]=3)=[CH:13]2)[CH2:9]1.C(N(CC)CC)C. Product: [CH3:5][O:4][C:2](=[O:3])[NH:6][CH2:7][CH:8]1[CH2:9][CH:10]([N:12]2[C:16]3[N:17]=[CH:18][N:19]=[C:20]([NH2:21])[C:15]=3[C:14]([C:22]3[CH:27]=[CH:26][CH:25]=[C:24]([O:28][CH2:29][C:30]45[O:36][CH:33]([CH2:32][CH2:31]4)[CH2:34][CH2:35]5)[CH:23]=3)=[CH:13]2)[CH2:11]1. The catalyst class is: 76. (2) Product: [C:8]1([C:6]([OH:7])=[O:5])[NH:9][CH:10]=[C:11]2[C:16]=1[CH2:15][CH2:14][CH2:13][CH2:12]2. The catalyst class is: 5. Reactant: [OH-].[Na+].C([O:5][C:6]([C:8]1[NH:9][CH:10]=[C:11]2[C:16]=1[CH2:15][CH2:14][CH2:13][CH2:12]2)=[O:7])C. (3) Product: [CH2:20]([O:22][CH2:23][O:9][C:8](=[O:10])[CH:7]=[CH:6][C:5]1[CH:4]=[CH:3][C:2]([OH:1])=[CH:12][CH:11]=1)[CH3:21]. Reactant: [OH:1][C:2]1[CH:12]=[CH:11][C:5]([CH:6]=[CH:7][C:8]([OH:10])=[O:9])=[CH:4][CH:3]=1.C(N(CC)CC)C.[CH2:20]([O:22][CH2:23]Cl)[CH3:21]. The catalyst class is: 4. (4) Reactant: [CH2:1]([O:8][C:9]1[CH:14]=[CH:13][C:12]([NH:15][CH2:16][C:17]2[CH:22]=[CH:21][CH:20]=[C:19]([O:23][CH:24]3[CH2:29][CH2:28][CH2:27][CH2:26][O:25]3)[CH:18]=2)=[CH:11][CH:10]=1)[C:2]1[CH:7]=[CH:6][CH:5]=[CH:4][CH:3]=1.C(N(CC)CC)C.[C:37]1([CH3:49])[CH:42]=[C:41]([CH3:43])[CH:40]=[C:39]([CH3:44])[C:38]=1[S:45](Cl)(=[O:47])=[O:46]. Product: [CH2:1]([O:8][C:9]1[CH:10]=[CH:11][C:12]([N:15]([CH2:16][C:17]2[CH:22]=[CH:21][CH:20]=[C:19]([O:23][CH:24]3[CH2:29][CH2:28][CH2:27][CH2:26][O:25]3)[CH:18]=2)[S:45]([C:38]2[C:39]([CH3:44])=[CH:40][C:41]([CH3:43])=[CH:42][C:37]=2[CH3:49])(=[O:47])=[O:46])=[CH:13][CH:14]=1)[C:2]1[CH:3]=[CH:4][CH:5]=[CH:6][CH:7]=1. The catalyst class is: 64.